Dataset: Forward reaction prediction with 1.9M reactions from USPTO patents (1976-2016). Task: Predict the product of the given reaction. (1) Given the reactants [O:1]1[CH:6]=[CH:5][CH2:4][CH2:3][CH:2]1[C:7]([C:9]1[C:14]([N+:15]([O-:17])=[O:16])=[C:13]([NH2:18])[N:12]=[C:11](Cl)[N:10]=1)=[O:8].[OH:20][CH2:21][C:22]1[CH:23]=[C:24](B(O)O)[CH:25]=[CH:26][CH:27]=1.[O-]P([O-])([O-])=O.[K+].[K+].[K+], predict the reaction product. The product is: [O:1]1[CH:6]=[CH:5][CH2:4][CH2:3][CH:2]1[C:7]([C:9]1[C:14]([N+:15]([O-:17])=[O:16])=[C:13]([NH2:18])[N:12]=[C:11]([C:26]2[CH:25]=[CH:24][CH:23]=[C:22]([CH2:21][OH:20])[CH:27]=2)[N:10]=1)=[O:8]. (2) Given the reactants Br[C:2]1[CH:3]=[C:4]2[C:8](=[CH:9][CH:10]=1)[CH2:7][CH:6]([C:11]([O:13][CH2:14][CH3:15])=[O:12])[CH2:5]2.[C:16]1(=[O:26])[NH:20][C:19](=[O:21])[C:18]2=[CH:22][CH:23]=[CH:24][CH:25]=[C:17]12.[K], predict the reaction product. The product is: [O:21]=[C:19]1[C:18]2[C:17](=[CH:25][CH:24]=[CH:23][CH:22]=2)[C:16](=[O:26])[N:20]1[C:2]1[CH:3]=[C:4]2[C:8](=[CH:9][CH:10]=1)[CH2:7][CH:6]([C:11]([O:13][CH2:14][CH3:15])=[O:12])[CH2:5]2.